This data is from Full USPTO retrosynthesis dataset with 1.9M reactions from patents (1976-2016). The task is: Predict the reactants needed to synthesize the given product. Given the product [Br:1][C:2]1[CH:7]=[C:6]2[C:5](=[CH:4][C:3]=1[O:21][CH2:22][CH3:23])[NH:8][CH:9]=[C:10]([C:11]([O:13][CH2:14][CH3:15])=[O:12])[C:16]2=[O:18], predict the reactants needed to synthesize it. The reactants are: [Br:1][C:2]1[CH:7]=[CH:6][C:5]([NH:8][CH2:9][CH:10]([C:16]([O:18]CC)=O)[C:11]([O:13][CH2:14][CH3:15])=[O:12])=[CH:4][C:3]=1[O:21][CH2:22][CH3:23].CCCCCC.